The task is: Predict the product of the given reaction.. This data is from Forward reaction prediction with 1.9M reactions from USPTO patents (1976-2016). Given the reactants C([O:3][C:4](=[O:18])[CH:5]([C:11]1[CH:16]=[CH:15][C:14]([Br:17])=[CH:13][N:12]=1)C(OCC)=O)C.[Li+].[OH-].Cl, predict the reaction product. The product is: [Br:17][C:14]1[CH:15]=[CH:16][C:11]([CH2:5][C:4]([OH:18])=[O:3])=[N:12][CH:13]=1.